From a dataset of Forward reaction prediction with 1.9M reactions from USPTO patents (1976-2016). Predict the product of the given reaction. (1) Given the reactants [C:1]1([CH:7]([C:9]2[CH:14]=[CH:13][CH:12]=[CH:11][CH:10]=2)[NH2:8])[CH:6]=[CH:5][CH:4]=[CH:3][CH:2]=1.[BH-](O[C:25]([CH3:27])=O)(OC(C)=O)OC(C)=O.[Na+].CCO[CH2:32][CH3:33].C([O-])(O)=O.[Na+], predict the reaction product. The product is: [CH:7]([NH:8][CH:27]1[CH2:25][CH2:33][CH2:32][CH2:3][CH2:2][CH2:1][CH2:6]1)([C:1]1[CH:2]=[CH:3][CH:4]=[CH:5][CH:6]=1)[C:9]1[CH:10]=[CH:11][CH:12]=[CH:13][CH:14]=1. (2) Given the reactants [Cl-].[Al+3].[Cl-].[Cl-].[CH2:5]([O:7][CH:8]([O:16][CH2:17][CH3:18])[CH:9]([CH3:15])[CH:10](OCC)[CH3:11])[CH3:6].C1C2C(=CC=CC=2)C=CN=1.C1(C)C=CC(S(O)(=O)=O)=CC=1, predict the reaction product. The product is: [CH2:5]([O:7][CH:8]([O:16][CH2:17][CH3:18])[CH3:9])[CH3:6].[CH3:5][O:7][CH:8]=[C:9]([CH3:15])[CH:10]=[CH2:11]. (3) The product is: [CH2:1]([O:8][C:9]1[CH:13]=[C:12]([CH2:14][C:15]([O:22][CH3:21])=[O:18])[N:11]([CH3:17])[N:10]=1)[C:2]1[CH:7]=[CH:6][CH:5]=[CH:4][CH:3]=1. Given the reactants [CH2:1]([O:8][C:9]1[CH:13]=[C:12]([CH2:14][C:15]#N)[N:11]([CH3:17])[N:10]=1)[C:2]1[CH:7]=[CH:6][CH:5]=[CH:4][CH:3]=1.[OH-:18].[Na+].Cl.[C:21](=O)([O-])[O-:22].[K+].[K+].CI.[Cl-].[NH4+], predict the reaction product. (4) Given the reactants [CH2:1]([NH:8][C:9]1[C:14]2=[C:15]([C:18]3[CH:23]=[CH:22][CH:21]=[CH:20][CH:19]=3)[CH:16]=[CH:17][N:13]2[N:12]=[C:11]([C:24]2[CH:25]=[N:26][CH:27]=[C:28]([CH:34]=2)[C:29]([O:31]CC)=O)[N:10]=1)[C:2]1[CH:7]=[CH:6][CH:5]=[CH:4][CH:3]=1.[NH3:35], predict the reaction product. The product is: [CH2:1]([NH:8][C:9]1[C:14]2=[C:15]([C:18]3[CH:19]=[CH:20][CH:21]=[CH:22][CH:23]=3)[CH:16]=[CH:17][N:13]2[N:12]=[C:11]([C:24]2[CH:25]=[N:26][CH:27]=[C:28]([CH:34]=2)[C:29]([NH2:35])=[O:31])[N:10]=1)[C:2]1[CH:7]=[CH:6][CH:5]=[CH:4][CH:3]=1. (5) Given the reactants [F:1][C:2]1[CH:10]=[CH:9][C:8]([N+:11]([O-:13])=[O:12])=[CH:7][C:3]=1[C:4]([OH:6])=[O:5].S(=O)(=O)(O)O.[CH2:19](O)[CH3:20], predict the reaction product. The product is: [F:1][C:2]1[CH:10]=[CH:9][C:8]([N+:11]([O-:13])=[O:12])=[CH:7][C:3]=1[C:4]([O:6][CH2:19][CH3:20])=[O:5]. (6) The product is: [Cl:70][C:67]1[CH:68]=[CH:69][C:52]2[N:51]3[CH:71]=[CH:72][CH:73]=[C:50]3[C@@H:49]([CH2:48][CH2:47][N:46]3[C:42]([CH2:41][C:10]#[N:11])=[CH:43][CH:44]=[N:45]3)[O:55][C@H:54]([C:56]3[CH:61]=[CH:60][CH:59]=[C:58]([O:62][CH3:63])[C:57]=3[O:64][CH3:65])[C:53]=2[CH:66]=1. Given the reactants ClC1C=CC2[N:11]3C=CC=[C:10]3[C@@H](CCN3C(CC#N)=CN=N3)O[C@H](C3C=CC=C(OC)C=3OC)C=2C=1.CS(O[CH2:41][C:42]1[N:46]([CH2:47][CH2:48][C@H:49]2[O:55][C@H:54]([C:56]3[CH:61]=[CH:60][CH:59]=[C:58]([O:62][CH3:63])[C:57]=3[O:64][CH3:65])[C:53]3[CH:66]=[C:67]([Cl:70])[CH:68]=[CH:69][C:52]=3[N:51]3[CH:71]=[CH:72][CH:73]=[C:50]23)[N:45]=[CH:44][CH:43]=1)(=O)=O.[C-]#N.[Na+], predict the reaction product.